The task is: Predict the reaction yield, written as a fraction of the theoretical maximum amount of product (1.0 means a 100% yield; for example, 0.34 means a 34% yield).. This data is from Reaction yield outcomes from USPTO patents with 853,638 reactions. (1) The reactants are FC(F)(F)S(O[C:7]1[CH:12]=[CH:11][C:10]([N:13]2[CH:18]=[C:17]([O:19][CH3:20])[C:16](=[O:21])[C:15]([C:22]3[N:26]([C:27]4[CH:32]=[CH:31][CH:30]=[CH:29][CH:28]=4)[N:25]=[CH:24][CH:23]=3)=[N:14]2)=[C:9]([F:33])[CH:8]=1)(=O)=O.[CH3:36][C:37]1[C:41](B(O)O)=[C:40]([CH3:45])[O:39][N:38]=1.C([O-])([O-])=O.[Na+].[Na+].COCCOC. The catalyst is C1C=CC([P]([Pd]([P](C2C=CC=CC=2)(C2C=CC=CC=2)C2C=CC=CC=2)([P](C2C=CC=CC=2)(C2C=CC=CC=2)C2C=CC=CC=2)[P](C2C=CC=CC=2)(C2C=CC=CC=2)C2C=CC=CC=2)(C2C=CC=CC=2)C2C=CC=CC=2)=CC=1.O. The product is [CH3:36][C:37]1[C:41]([C:7]2[CH:12]=[CH:11][C:10]([N:13]3[CH:18]=[C:17]([O:19][CH3:20])[C:16](=[O:21])[C:15]([C:22]4[N:26]([C:27]5[CH:32]=[CH:31][CH:30]=[CH:29][CH:28]=5)[N:25]=[CH:24][CH:23]=4)=[N:14]3)=[C:9]([F:33])[CH:8]=2)=[C:40]([CH3:45])[O:39][N:38]=1. The yield is 0.590. (2) The reactants are [NH:1]([C:13]([O:15][C:16]([CH3:19])([CH3:18])[CH3:17])=[O:14])[C@@H:2]([C:10]([OH:12])=O)[CH2:3][C:4]1[CH:9]=[CH:8][CH:7]=[CH:6][CH:5]=1.C1[CH:21]=[CH:22][C:23]2N(O)N=[N:26][C:24]=2C=1.CCN(CC)CC.CCN=C=N[CH2:42][CH2:43][CH2:44][N:45]([CH3:47])[CH3:46]. The catalyst is C(Cl)Cl. The product is [CH3:47][N:45]([CH3:46])[C:44]1[CH:43]=[CH:42][C:23]([CH2:24][NH:26][C:10]([C@H:2]([NH:1][C:13](=[O:14])[O:15][C:16]([CH3:19])([CH3:18])[CH3:17])[CH2:3][C:4]2[CH:5]=[CH:6][CH:7]=[CH:8][CH:9]=2)=[O:12])=[CH:22][CH:21]=1. The yield is 0.955. (3) The reactants are [NH2:1][C:2]1[N:7]=[CH:6][N:5]=[C:4]([O:8][C:9]2[CH:14]=[CH:13][C:12]([NH:15][C:16]([NH:18][C:19]3[CH:24]=[CH:23][CH:22]=[CH:21][CH:20]=3)=[O:17])=[CH:11][CH:10]=2)[CH:3]=1.[C:25](OC(=O)C)(=[O:27])[CH3:26].N1C=CC=CC=1. The catalyst is O. The product is [C:19]1([NH:18][C:16](=[O:17])[NH:15][C:12]2[CH:11]=[CH:10][C:9]([O:8][C:4]3[N:5]=[CH:6][N:7]=[C:2]([NH:1][C:25](=[O:27])[CH3:26])[CH:3]=3)=[CH:14][CH:13]=2)[CH:20]=[CH:21][CH:22]=[CH:23][CH:24]=1. The yield is 0.520. (4) The reactants are [C:1]12([NH2:11])[CH2:10][CH:5]3[CH2:6][CH:7]([CH2:9][CH:3]([CH2:4]3)[CH2:2]1)[CH2:8]2.C(N(CC)CC)C.[C:19](Cl)(=[O:22])[CH:20]=[CH2:21]. The catalyst is C1COCC1. The product is [C:1]12([NH:11][C:19](=[O:22])[CH:20]=[CH2:21])[CH2:8][CH:7]3[CH2:6][CH:5]([CH2:4][CH:3]([CH2:9]3)[CH2:2]1)[CH2:10]2. The yield is 0.830. (5) The reactants are [F:1][C:2]1[CH:10]=[CH:9][CH:8]=[C:7]2[C:3]=1[CH2:4][CH2:5][N:6]2[C:11]([O:13][C:14]([CH3:17])([CH3:16])[CH3:15])=[O:12].C1C(=O)N([Br:25])C(=O)C1.C(=O)(O)[O-].[Na+]. The catalyst is ClCCl. The product is [Br:25][C:10]1[C:2]([F:1])=[C:3]2[C:7](=[CH:8][CH:9]=1)[N:6]([C:11]([O:13][C:14]([CH3:17])([CH3:16])[CH3:15])=[O:12])[CH2:5][CH2:4]2. The yield is 0.870. (6) The product is [Cl:23][C:11]1[CH:12]=[C:13]([CH:18]=[CH:19][C:20]=1[CH2:21][CH3:22])[C:14]([O:16][CH3:17])=[O:15]. The yield is 0.380. The catalyst is C(O)(=O)C.Cl[Cu]. The reactants are N([O-])=O.[Na+].S(=O)(=O)(O)O.N[C:11]1[CH:12]=[C:13]([CH:18]=[CH:19][C:20]=1[CH2:21][CH3:22])[C:14]([O:16][CH3:17])=[O:15].[ClH:23]. (7) The reactants are Cl.Cl.[NH:3]1[CH2:7][CH2:6][CH2:5][C@@H:4]1[CH2:8][O:9][C:10]1[C:11]([C:16]([NH2:18])=[O:17])=[N:12][CH:13]=[CH:14][CH:15]=1.[NH:19]1[C:27]2[C:22](=[CH:23][CH:24]=[CH:25][CH:26]=2)[CH:21]=[C:20]1[C:28](O)=[O:29].C(N(CC)CC)C.F[P-](F)(F)(F)(F)F.C[N+](C)=C(N(C)C)ON1C2C=CC=CC=2N=N1. The catalyst is C(#N)C.O. The product is [NH:19]1[C:27]2[C:22](=[CH:23][CH:24]=[CH:25][CH:26]=2)[CH:21]=[C:20]1[C:28]([N:3]1[CH2:7][CH2:6][CH2:5][C@@H:4]1[CH2:8][O:9][C:10]1[C:11]([C:16]([NH2:18])=[O:17])=[N:12][CH:13]=[CH:14][CH:15]=1)=[O:29]. The yield is 0.710. (8) The reactants are [Cl:1][C:2]1[CH:3]=[CH:4][C:5]([O:31][CH3:32])=[C:6]([S:8]([NH:11][C:12]2[CH:13]=[C:14]([CH:28]=[CH:29][CH:30]=2)[C:15]([NH:17][C:18]2[CH:23]=[CH:22][C:21]([C:24](=[NH:27])[NH:25][OH:26])=[CH:20][CH:19]=2)=[O:16])(=[O:10])=[O:9])[CH:7]=1.N1C=CC=CC=1.C(C(CCCC)[CH2:42][O:43]C(Cl)=O)C. The catalyst is CN(C)C=O.O. The product is [Cl:1][C:2]1[CH:3]=[CH:4][C:5]([O:31][CH3:32])=[C:6]([S:8]([NH:11][C:12]2[CH:13]=[C:14]([CH:28]=[CH:29][CH:30]=2)[C:15]([NH:17][C:18]2[CH:19]=[CH:20][C:21]([C:24]3[NH:27][C:42](=[O:43])[O:26][N:25]=3)=[CH:22][CH:23]=2)=[O:16])(=[O:10])=[O:9])[CH:7]=1. The yield is 0.750. (9) The catalyst is C1COCC1.CO.O. The yield is 0.950. The product is [CH3:28][C:27]1[O:26][N:25]=[C:24]([C:29]2[CH:30]=[CH:31][CH:32]=[CH:33][CH:34]=2)[C:23]=1[CH2:22][O:21][C:18]1[N:17]=[CH:16][C:15]([C:13]([NH:12][C@@H:4]([CH2:5][C:6]2[CH:11]=[CH:10][CH:9]=[CH:8][CH:7]=2)[C:3]([OH:35])=[O:2])=[O:14])=[CH:20][CH:19]=1. The reactants are C[O:2][C:3](=[O:35])[C@@H:4]([NH:12][C:13]([C:15]1[CH:16]=[N:17][C:18]([O:21][CH2:22][C:23]2[C:24]([C:29]3[CH:34]=[CH:33][CH:32]=[CH:31][CH:30]=3)=[N:25][O:26][C:27]=2[CH3:28])=[CH:19][CH:20]=1)=[O:14])[CH2:5][C:6]1[CH:11]=[CH:10][CH:9]=[CH:8][CH:7]=1.O.[OH-].[Li+].Cl.